Dataset: Forward reaction prediction with 1.9M reactions from USPTO patents (1976-2016). Task: Predict the product of the given reaction. (1) Given the reactants C([N:3]([CH2:15][CH3:16])[C:4](=[O:14])[C:5]1[CH:10]=[CH:9][C:8]([O:11][CH3:12])=[CH:7][C:6]=1[CH3:13])C.C([Li])(C)(C)C.CCCCC.[F:27][C:28]1[CH:35]=[CH:34]C(C#N)=[CH:30][CH:29]=1, predict the reaction product. The product is: [F:27][C:28]1[CH:35]=[CH:34][C:16]([C:15]2[N:3]=[C:4]([OH:14])[C:5]3[C:6]([CH:13]=2)=[CH:7][C:8]([O:11][CH3:12])=[CH:9][CH:10]=3)=[CH:30][CH:29]=1. (2) The product is: [OH:28][CH2:27][CH:26]([S:1][C:2]1[C:11]([C:12]#[N:13])=[C:10]([C:14]2[S:15][CH:16]=[CH:17][CH:18]=2)[C:9]2[CH2:8][CH2:7][CH2:6][CH2:5][C:4]=2[N:3]=1)[C:29]1[CH:34]=[CH:33][CH:32]=[CH:31][CH:30]=1. Given the reactants [SH:1][C:2]1[C:11]([C:12]#[N:13])=[C:10]([C:14]2[S:15][CH:16]=[CH:17][CH:18]=2)[C:9]2[CH2:8][CH2:7][CH2:6][CH2:5][C:4]=2[N:3]=1.C([O-])([O-])=O.[K+].[K+].Br[CH:26]([C:29]1[CH:34]=[CH:33][CH:32]=[CH:31][CH:30]=1)[CH2:27][OH:28], predict the reaction product. (3) Given the reactants [Br:1][C:2]1[CH:7]=[CH:6][C:5]([CH2:8][C:9]([OH:11])=[O:10])=[C:4]([CH3:12])[CH:3]=1.O=S(Cl)Cl.[CH3:17]O, predict the reaction product. The product is: [Br:1][C:2]1[CH:7]=[CH:6][C:5]([CH2:8][C:9]([O:11][CH3:17])=[O:10])=[C:4]([CH3:12])[CH:3]=1. (4) Given the reactants Br[C:2]1[CH:11]=[CH:10][C:9]2[C:4](=[CH:5][CH:6]=[CH:7][CH:8]=2)[CH:3]=1.[OH:12][C:13]1[CH:18]=[CH:17][C:16](B(O)O)=[CH:15][CH:14]=1.P([O-])([O-])([O-])=O.[K+].[K+].[K+].C1(P(C2CCCCC2)C2CCCCC2)CCCCC1, predict the reaction product. The product is: [CH:3]1[C:4]2[C:9](=[CH:8][CH:7]=[CH:6][CH:5]=2)[CH:10]=[CH:11][C:2]=1[C:16]1[CH:17]=[CH:18][C:13]([OH:12])=[CH:14][CH:15]=1. (5) Given the reactants [NH2:1][CH2:2][C:3]([N:5]([C:7]1[C:8]([Cl:27])=[C:9]([C:23]([Cl:26])=[CH:24][CH:25]=1)[CH2:10][O:11][C:12]1[CH:13]=[CH:14][CH:15]=[C:16]2[C:21]=1[N:20]=[C:19]([CH3:22])[CH:18]=[CH:17]2)[CH3:6])=[O:4].[C:28]([NH:31][C:32]1[N:37]=[CH:36][C:35](/[CH:38]=[CH:39]/[C:40](O)=[O:41])=[CH:34][CH:33]=1)(=[O:30])[CH3:29].ON1C2C=CC=CC=2N=N1.Cl.C(N=C=NCCCN(C)C)C, predict the reaction product. The product is: [C:28]([NH:31][C:32]1[N:37]=[CH:36][C:35](/[CH:38]=[CH:39]/[C:40]([NH:1][CH2:2][C:3]([N:5]([C:7]2[C:8]([Cl:27])=[C:9]([C:23]([Cl:26])=[CH:24][CH:25]=2)[CH2:10][O:11][C:12]2[CH:13]=[CH:14][CH:15]=[C:16]3[C:21]=2[N:20]=[C:19]([CH3:22])[CH:18]=[CH:17]3)[CH3:6])=[O:4])=[O:41])=[CH:34][CH:33]=1)(=[O:30])[CH3:29]. (6) Given the reactants [CH3:1][CH2:2][Mg+].[Br-].[OH:5][CH:6]1[CH2:11][CH2:10][CH:9]([C:12](N(OC)C)=[O:13])[CH2:8][CH2:7]1.CCOC(C)=O, predict the reaction product. The product is: [OH:5][CH:6]1[CH2:11][CH2:10][CH:9]([C:12](=[O:13])[CH2:2][CH3:1])[CH2:8][CH2:7]1. (7) Given the reactants [NH2:1][C:2]1[C:7]([S:8]([CH2:11][CH2:12][C:13]([CH3:16])([OH:15])[CH3:14])(=[O:10])=[O:9])=[CH:6][C:5](Br)=[CH:4][N:3]=1.[CH3:18][C:19]1([CH3:43])[CH2:28][CH2:27][C:26]2[N:25]=[CH:24][N:23]=[C:22]([N:29]3[CH2:35][C:34]4[CH:36]=[C:37](B(O)O)[CH:38]=[CH:39][C:33]=4[O:32][CH2:31][CH2:30]3)[C:21]=2[CH2:20]1, predict the reaction product. The product is: [NH2:1][C:2]1[C:7]([S:8]([CH2:11][CH2:12][C:13]([CH3:16])([OH:15])[CH3:14])(=[O:10])=[O:9])=[CH:6][C:5]([C:37]2[CH:38]=[CH:39][C:33]3[O:32][CH2:31][CH2:30][N:29]([C:22]4[C:21]5[CH2:20][C:19]([CH3:18])([CH3:43])[CH2:28][CH2:27][C:26]=5[N:25]=[CH:24][N:23]=4)[CH2:35][C:34]=3[CH:36]=2)=[CH:4][N:3]=1. (8) Given the reactants [CH3:1][C@@H:2]1[O:7][C@@H:6]([O:8][C@@H:9]2[C:37](=[O:38])[O:36][CH2:35][C:28]3[CH:29]=[CH:30][CH:31]=[C:32]4[N:33]([OH:34])[C:25]5=[C:26]([CH2:39][O:40][C@H:10]2[C@@H:11]2[NH:85][C:83](=[O:84])[C:80]6=[CH:81][S:82][C:78](=[N:79]6)/[C:73](=[C:74](\[O:76][CH3:77])/[CH3:75])/[NH:72][C:70](=[O:71])[C@H:69]([C@H:86]([OH:88])[CH3:87])[NH:68][C:66](=[O:67])[C:63]6=[CH:64][S:65][C:61](=[N:62]6)[C:47]6[CH:48]=[C:49]([OH:60])[C:50]([C:52]7[S:56][CH:55]=[C:54]([C:57]([NH2:59])=[O:58])[N:53]=7)=[N:51][C:46]=6[C:43]6=[CH:44][S:45][C:41](=[N:42]6)[C@H:20]([CH2:21][O:22][C:23]5=[O:24])[NH:19][C:17](=[O:18])[C:14]5=[CH:15][S:16][C:12]2=[N:13]5)[C:27]=34)[CH2:5][C@@:4]([OH:90])([CH3:89])[C@@H:3]1[N:91]([CH3:93])[CH3:92].C(O)(C(F)(F)F)=O, predict the reaction product. The product is: [CH3:1][C@@H:2]1[O:7][C@@H:6]([O:8][C@@H:9]2[C:37](=[O:38])[O:36][CH2:35][C:28]3[CH:29]=[CH:30][CH:31]=[C:32]4[N:33]([OH:34])[C:25]5=[C:26]([CH2:39][O:40][C@H:10]2[C@@H:11]2[NH:85][C:83](=[O:84])[C:80]6=[CH:81][S:82][C:78](=[N:79]6)/[C:73](=[C:74](\[O:76][CH3:77])/[CH3:75])/[NH:72][C:70](=[O:71])[C@H:69]([C@H:86]([OH:88])[CH3:87])[NH:68][C:66](=[O:67])[C:63]6=[CH:64][S:65][C:61](=[N:62]6)[C:47]6[CH:48]=[C:49]([OH:60])[C:50]([C:52]7[S:56][CH:55]=[C:54]([C:57]([NH2:59])=[O:58])[N:53]=7)=[N:51][C:46]=6[C:43]6=[CH:44][S:45][C:41](=[N:42]6)[C@H:20]([CH2:21][O:22][C:23]5=[O:24])[NH:19][C:17](=[O:18])[C:14]5=[CH:15][S:16][C:12]2=[N:13]5)[C:27]=34)[CH2:5][C@@:4]([OH:90])([CH3:89])[C@@H:3]1[N:91]([CH3:93])[CH3:92].